This data is from Reaction yield outcomes from USPTO patents with 853,638 reactions. The task is: Predict the reaction yield, written as a fraction of the theoretical maximum amount of product (1.0 means a 100% yield; for example, 0.34 means a 34% yield). (1) The reactants are Br[CH2:2][C:3]1[CH:8]=[CH:7][CH:6]=[CH:5][N:4]=1.[NH:9]1[CH:13]2[CH2:14][NH:15][CH2:16][CH2:17][N:12]2[CH2:11][CH2:10]1.C([O-])([O-])=O.[K+].[K+].[BH4-].[Na+]. The catalyst is C(#N)C.C(O)C. The product is [N:4]1[CH:5]=[CH:6][CH:7]=[CH:8][C:3]=1[CH2:2][N:9]1[CH2:13][CH2:14][N:15]([CH2:2][C:3]2[CH:8]=[CH:7][CH:6]=[CH:5][N:4]=2)[CH2:16][CH2:17][N:12]([CH2:2][C:3]2[CH:8]=[CH:7][CH:6]=[CH:5][N:4]=2)[CH2:11][CH2:10]1. The yield is 0.310. (2) The reactants are [CH3:1][O:2][C:3]([C:5]1[NH:6][C:7]2[C:12]([C:13](=[O:15])[CH:14]=1)=[CH:11][C:10]([F:16])=[CH:9][C:8]=2[Br:17])=[O:4].[C:18]([O-])([O-])=O.[K+].[K+].CI.O. The catalyst is CS(C)=O. The product is [CH3:1][O:2][C:3]([C:5]1[CH:14]=[C:13]([O:15][CH3:18])[C:12]2[C:7](=[C:8]([Br:17])[CH:9]=[C:10]([F:16])[CH:11]=2)[N:6]=1)=[O:4]. The yield is 0.930. (3) The reactants are [Br:1][C:2]1[CH:3]=[C:4]([CH:8]([C:10]2[CH:15]=[CH:14][CH:13]=[CH:12][CH:11]=2)O)[CH:5]=[CH:6][CH:7]=1.C(O)(C(F)(F)F)=O.[OH-].[Na+]. The catalyst is C(OCC)C. The product is [Br:1][C:2]1[CH:7]=[CH:6][CH:5]=[C:4]([CH2:8][C:10]2[CH:11]=[CH:12][CH:13]=[CH:14][CH:15]=2)[CH:3]=1. The yield is 1.00. (4) The reactants are [C:1]1([P:7]([C:14]2[CH:19]=[CH:18][CH:17]=[CH:16][CH:15]=2)[C:8]2[CH:13]=[CH:12][CH:11]=[CH:10][CH:9]=2)[CH:6]=[CH:5][CH:4]=[CH:3][CH:2]=1.[Br:20][CH2:21][C:22]1[N:23]=[N:24][N:25]([C:27]2[CH:32]=[CH:31][CH:30]=[C:29]([Cl:33])[CH:28]=2)[N:26]=1. The catalyst is C1(C)C=CC=CC=1. The product is [BrH:20].[Cl:33][C:29]1[CH:28]=[C:27]([N:25]2[N:24]=[N:23][C:22]([CH2:21][PH:7]([C:1]3[CH:2]=[CH:3][CH:4]=[CH:5][CH:6]=3)([C:8]3[CH:13]=[CH:12][CH:11]=[CH:10][CH:9]=3)[C:14]3[CH:15]=[CH:16][CH:17]=[CH:18][CH:19]=3)=[N:26]2)[CH:32]=[CH:31][CH:30]=1. The yield is 0.900.